Dataset: Full USPTO retrosynthesis dataset with 1.9M reactions from patents (1976-2016). Task: Predict the reactants needed to synthesize the given product. (1) Given the product [CH3:1][N:2]([CH2:4][C:5]1[C:13]2[O:12][N:11]=[C:10]([CH2:14][CH2:15][CH:16]3[CH2:21][CH2:20][N:19]([C:28]4[CH:33]=[CH:32][CH:31]=[CH:30][N:29]=4)[CH2:18][CH2:17]3)[C:9]=2[CH:8]=[CH:7][C:6]=1[O:22][CH2:23][CH:24]1[CH2:25][CH2:26]1)[CH3:3], predict the reactants needed to synthesize it. The reactants are: [CH3:1][N:2]([CH2:4][C:5]1[C:13]2[O:12][N:11]=[C:10]([CH2:14][CH2:15][CH:16]3[CH2:21][CH2:20][NH:19][CH2:18][CH2:17]3)[C:9]=2[CH:8]=[CH:7][C:6]=1[O:22][CH2:23][CH:24]1[CH2:26][CH2:25]1)[CH3:3].F[C:28]1[CH:33]=[CH:32][CH:31]=[CH:30][N:29]=1.O.[F-].C([N+](CCCC)(CCCC)CCCC)CCC.[OH-].[Na+]. (2) Given the product [Cl:14][C:12]1[C:13]2[N:8]([C:7]([CH:15]3[CH2:16][CH2:17][CH2:18]3)=[CH:6][C:5]=2[C:3]([NH:19][CH2:20][C@@:21]2([OH:28])[CH2:26][CH2:25][CH2:24][C@@H:23]([CH3:27])[CH2:22]2)=[O:4])[CH:9]=[CH:10][CH:11]=1, predict the reactants needed to synthesize it. The reactants are: CO[C:3]([C:5]1[CH:6]=[C:7]([CH:15]2[CH2:18][CH2:17][CH2:16]2)[N:8]2[C:13]=1[C:12]([Cl:14])=[CH:11][CH:10]=[CH:9]2)=[O:4].[NH2:19][CH2:20][C@@:21]1([OH:28])[CH2:26][CH2:25][CH2:24][C@@H:23]([CH3:27])[CH2:22]1.C[Al](C)C. (3) The reactants are: [CH:1]1[C:6]([N+:7]([O-:9])=[O:8])=[CH:5][C:4]([Cl:10])=[C:3]([NH:11][C:12]([C:14]2[CH:15]=[C:16]([Cl:21])[CH:17]=[CH:18][C:19]=2[OH:20])=[O:13])[CH:2]=1.C1C=CC(P(C2C=CC=CC=2)C2C=CC=CC=2)=CC=1.[C:41]([O:45][C:46]([N:48]1[CH2:53][CH2:52][N:51]([CH2:54][CH2:55]O)[CH2:50][CH2:49]1)=[O:47])([CH3:44])([CH3:43])[CH3:42].CC(OC(/N=N/C(OC(C)C)=O)=O)C. Given the product [C:41]([O:45][C:46]([N:48]1[CH2:53][CH2:52][N:51]([CH2:54][CH2:55][O:20][C:19]2[CH:18]=[CH:17][C:16]([Cl:21])=[CH:15][C:14]=2[C:12](=[O:13])[NH:11][C:3]2[CH:2]=[CH:1][C:6]([N+:7]([O-:9])=[O:8])=[CH:5][C:4]=2[Cl:10])[CH2:50][CH2:49]1)=[O:47])([CH3:44])([CH3:43])[CH3:42], predict the reactants needed to synthesize it. (4) Given the product [NH2:5][C:6]1[C:11]([Cl:12])=[C:10]([C:13]([O:15][CH2:22][CH3:23])=[O:14])[N:9]=[C:8]([C:16]2[S:17][C:18]([Cl:21])=[CH:19][CH:20]=2)[N:7]=1, predict the reactants needed to synthesize it. The reactants are: S(Cl)(Cl)=O.[NH2:5][C:6]1[C:11]([Cl:12])=[C:10]([C:13]([OH:15])=[O:14])[N:9]=[C:8]([C:16]2[S:17][C:18]([Cl:21])=[CH:19][CH:20]=2)[N:7]=1.[CH2:22](O)[CH3:23]. (5) The reactants are: F[C:2]1[CH:3]=[C:4]2[C:9](=[CH:10][C:11]=1[N+:12]([O-:14])=[O:13])[NH:8][C:7](=[O:15])[N:6]([NH:16][S:17]([CH3:20])(=[O:19])=[O:18])[C:5]2=[O:21].[NH2:22][CH:23]([CH3:26])[CH2:24][OH:25]. Given the product [OH:25][CH2:24][CH:23]([NH:22][C:2]1[CH:3]=[C:4]2[C:9](=[CH:10][C:11]=1[N+:12]([O-:14])=[O:13])[NH:8][C:7](=[O:15])[N:6]([NH:16][S:17]([CH3:20])(=[O:19])=[O:18])[C:5]2=[O:21])[CH3:26], predict the reactants needed to synthesize it.